The task is: Predict the product of the given reaction.. This data is from Forward reaction prediction with 1.9M reactions from USPTO patents (1976-2016). (1) Given the reactants [NH2:1][C:2]1[CH:7]=[CH:6][C:5]([C:8]2[CH:9]([CH2:15][CH3:16])[CH2:10][C:11](=[O:14])[NH:12][N:13]=2)=[CH:4][C:3]=1[OH:17].[F:18][C:19]1[CH:27]=[C:26]([O:28][CH3:29])[CH:25]=[CH:24][C:20]=1[C:21](Cl)=O.N1C=CC=CC=1.O.C1(C)C=CC(S(O)(=O)=O)=CC=1, predict the reaction product. The product is: [CH2:15]([CH:9]1[C:8]([C:5]2[CH:6]=[CH:7][C:2]3[N:1]=[C:21]([C:20]4[CH:24]=[CH:25][C:26]([O:28][CH3:29])=[CH:27][C:19]=4[F:18])[O:17][C:3]=3[CH:4]=2)=[N:13][NH:12][C:11](=[O:14])[CH2:10]1)[CH3:16]. (2) Given the reactants [CH3:1][C:2]1[CH:6]=[CH:5][S:4][C:3]=1[CH2:7][NH:8][C:9]1[S:10][CH2:11][C:12](=[O:14])[N:13]=1.C(O[Na])(C)=O.[CH:20]([C:22]1[N:23]=[C:24]2[C:29](=[CH:30][CH:31]=1)[N:28]=[CH:27][C:26]([C:32]#[N:33])=[CH:25]2)=O, predict the reaction product. The product is: [CH3:1][C:2]1[CH:6]=[CH:5][S:4][C:3]=1[CH2:7][NH:8][C:9]1[S:10][C:11](=[CH:20][C:22]2[N:23]=[C:24]3[C:29](=[CH:30][CH:31]=2)[N:28]=[CH:27][C:26]([C:32]#[N:33])=[CH:25]3)[C:12](=[O:14])[N:13]=1.